From a dataset of Forward reaction prediction with 1.9M reactions from USPTO patents (1976-2016). Predict the product of the given reaction. (1) The product is: [CH:26]1([C:24]([N:21]2[CH2:22][CH2:23][C:18]([CH2:29][C:30]#[N:31])([N:17]3[C:13]4[CH:12]=[CH:11][NH:10][C:9](=[O:8])[C:14]=4[C:15]([NH:32][C:33]4[CH:38]=[CH:37][C:36]([F:39])=[CH:35][CH:34]=4)=[N:16]3)[CH2:19][CH2:20]2)=[O:25])[CH2:27][CH2:28]1. Given the reactants C([O:8][C:9]1[C:14]2[C:15]([NH:32][C:33]3[CH:38]=[CH:37][C:36]([F:39])=[CH:35][CH:34]=3)=[N:16][N:17]([C:18]3([CH2:29][C:30]#[N:31])[CH2:23][CH2:22][N:21]([C:24]([CH:26]4[CH2:28][CH2:27]4)=[O:25])[CH2:20][CH2:19]3)[C:13]=2[CH:12]=[CH:11][N:10]=1)C1C=CC=CC=1.[H][H], predict the reaction product. (2) Given the reactants [CH2:1]([N:4]([CH2:26][CH2:27][CH3:28])[C:5]([CH2:7][O:8][C:9]([CH2:11][CH2:12][NH:13][S:14]([C:17]1[CH:18]=[C:19]([CH:23]=[CH:24][CH:25]=1)[C:20](O)=[O:21])(=[O:16])=[O:15])=[O:10])=[O:6])[CH2:2][CH3:3].CN1CCOCC1.C1C=C2N=NN(O)C2=CC=1.O.Cl.[NH:48]1[C:52]2([CH2:57][CH2:56][NH:55][CH2:54][CH2:53]2)[CH2:51][NH:50]/[C:49]/1=[N:58]\[C:59]([C:61]1[C:66]([NH2:67])=[N:65][C:64]([NH2:68])=[C:63]([Cl:69])[N:62]=1)=[O:60].CCN=C=NCCCN(C)C.Cl.CC1OCCC1.C([O-])([O-])=O.[Na+].[Na+], predict the reaction product. The product is: [CH2:1]([N:4]([CH2:26][CH2:27][CH3:28])[C:5]([CH2:7][O:8][C:9](=[O:10])[CH2:11][CH2:12][NH:13][S:14]([C:17]1[CH:25]=[CH:24][CH:23]=[C:19]([C:20]([N:55]2[CH2:56][CH2:57][C:52]3([NH:48]/[C:49](=[N:58]/[C:59]([C:61]4[C:66]([NH2:67])=[N:65][C:64]([NH2:68])=[C:63]([Cl:69])[N:62]=4)=[O:60])/[NH:50][CH2:51]3)[CH2:53][CH2:54]2)=[O:21])[CH:18]=1)(=[O:16])=[O:15])=[O:6])[CH2:2][CH3:3]. (3) Given the reactants [CH3:1][O:2][C:3]12[CH2:11][CH:7]3[CH2:8][CH:9]([CH2:10]1)[C:5](C(O)=O)([CH2:6]3)[CH2:4]2.OS(O)(=O)=O.[N-:20]=[N+]=[N-].[Na+], predict the reaction product. The product is: [CH3:1][O:2][C:3]12[CH2:11][CH:7]3[CH2:8][CH:9]([CH2:10]1)[C:5]([NH2:20])([CH2:6]3)[CH2:4]2. (4) Given the reactants [C:1]([O:5][C:6]([NH:8][CH2:9][C:10]1[CH:18]=[CH:17][C:13]([C:14]([OH:16])=O)=[CH:12][CH:11]=1)=[O:7])([CH3:4])([CH3:3])[CH3:2].Cl.Cl.[CH3:21][O:22][CH2:23][C@H:24]1[C@H:33]2[CH2:34][CH2:35][N:36]([C:37]([C@H:39]3[CH2:44][CH2:43][CH2:42][CH2:41][C@H:40]3[NH2:45])=[O:38])[C@H:32]2[C:31]2[CH:30]=[CH:29][CH:28]=[CH:27][C:26]=2[NH:25]1, predict the reaction product. The product is: [CH3:21][O:22][CH2:23][C@H:24]1[C@H:33]2[CH2:34][CH2:35][N:36]([C:37]([C@H:39]3[CH2:44][CH2:43][CH2:42][CH2:41][C@H:40]3[NH:45][C:14]([C:13]3[CH:12]=[CH:11][C:10]([CH2:9][NH:8][C:6](=[O:7])[O:5][C:1]([CH3:2])([CH3:3])[CH3:4])=[CH:18][CH:17]=3)=[O:16])=[O:38])[C@H:32]2[C:31]2[CH:30]=[CH:29][CH:28]=[CH:27][C:26]=2[NH:25]1.